Predict the product of the given reaction. From a dataset of Forward reaction prediction with 1.9M reactions from USPTO patents (1976-2016). (1) Given the reactants [OH:1][C:2]([CH3:7])([CH3:6])[C:3](O)=[O:4].CN(C(ON1N=NC2C=CC=NC1=2)=[N+](C)C)C.F[P-](F)(F)(F)(F)F.CCN(C(C)C)C(C)C.[CH3:41][N:42]1[C:51]2[C:46](=[CH:47][N:48]=[C:49]([CH3:52])[CH:50]=2)[CH:45]=[C:44]([C:53]2[CH:54]=[C:55]([NH:60]/[C:61](/[NH2:64])=[N:62]/O)[CH:56]=[CH:57][C:58]=2[CH3:59])[C:43]1=[O:65], predict the reaction product. The product is: [OH:1][C:2]([C:3]1[O:4][N:62]=[C:61]([NH:60][C:55]2[CH:56]=[CH:57][C:58]([CH3:59])=[C:53]([C:44]3[C:43](=[O:65])[N:42]([CH3:41])[C:51]4[C:46]([CH:45]=3)=[CH:47][N:48]=[C:49]([CH3:52])[CH:50]=4)[CH:54]=2)[N:64]=1)([CH3:7])[CH3:6]. (2) Given the reactants C(O[C:6](=[O:31])[NH:7][C@H:8]1[CH2:13][CH2:12][C@H:11]([CH:14]([OH:30])[CH:15]2[O:29][C:18]3[CH:19]=[N:20][C:21]4[CH:22]=[CH:23][C:24]([O:27][CH3:28])=[CH:25][C:26]=4[C:17]=3[CH2:16]2)[CH2:10][CH2:9]1)(C)(C)C.[O:32]=[C:33]1[NH:38][C:37]2[CH:39]=[C:40](C(O)=O)[CH:41]=[CH:42][C:36]=2[S:35][CH2:34]1, predict the reaction product. The product is: [OH:30][CH:14]([CH:15]1[O:29][C:18]2[CH:19]=[N:20][C:21]3[CH:22]=[CH:23][C:24]([O:27][CH3:28])=[CH:25][C:26]=3[C:17]=2[CH2:16]1)[C@H:11]1[CH2:12][CH2:13][C@H:8]([NH:7][C:6]([C:40]2[CH:41]=[CH:42][C:36]3[S:35][CH2:34][C:33](=[O:32])[NH:38][C:37]=3[CH:39]=2)=[O:31])[CH2:9][CH2:10]1. (3) The product is: [CH3:11][O:12][C:13]([C:15]1([CH3:26])[O:16][CH2:17][CH:18]([CH2:21][CH2:22][CH2:23][CH2:24][O:10][N:9]=[C:7]([C:1]2[CH:6]=[CH:5][CH:4]=[CH:3][CH:2]=2)[CH3:8])[CH2:19][O:20]1)=[O:14]. Given the reactants [C:1]1([C:7](=[N:9][OH:10])[CH3:8])[CH:6]=[CH:5][CH:4]=[CH:3][CH:2]=1.[CH3:11][O:12][C:13]([C:15]1([CH3:26])[O:20][CH2:19][CH:18]([CH2:21][CH2:22][CH2:23][CH2:24]Cl)[CH2:17][O:16]1)=[O:14].C(=O)([O-])[O-].[Cs+].[Cs+], predict the reaction product. (4) The product is: [Cl:19][C:16]([F:18])([F:17])[O:15][C:12]1[CH:13]=[CH:14][C:9]([NH:8][C:6](=[O:7])[C:5]2[CH:20]=[C:21]([C:22]3[NH:26][N:25]=[CH:24][CH:23]=3)[C:2]([N:34]3[CH2:39][CH2:38][CH2:37][C@H:36]([OH:40])[CH2:35]3)=[N:3][CH:4]=2)=[CH:10][CH:11]=1. Given the reactants Cl[C:2]1[C:21]([C:22]2[N:26](C3CCCCO3)[N:25]=[CH:24][CH:23]=2)=[CH:20][C:5]([C:6]([NH:8][C:9]2[CH:14]=[CH:13][C:12]([O:15][C:16]([Cl:19])([F:18])[F:17])=[CH:11][CH:10]=2)=[O:7])=[CH:4][N:3]=1.Cl.[NH:34]1[CH2:39][CH2:38][CH2:37][C@H:36]([OH:40])[CH2:35]1, predict the reaction product. (5) Given the reactants [H-].[Na+].[CH2:3]([N:10]1[CH2:15][CH2:14][N:13]([CH2:16][C:17]2[CH:22]=[CH:21][CH:20]=[CH:19][CH:18]=2)[CH2:12][CH:11]1[CH2:23][OH:24])[C:4]1[CH:9]=[CH:8][CH:7]=[CH:6][CH:5]=1.[CH3:25]I, predict the reaction product. The product is: [CH2:3]([N:10]1[CH2:15][CH2:14][N:13]([CH2:16][C:17]2[CH:22]=[CH:21][CH:20]=[CH:19][CH:18]=2)[CH2:12][CH:11]1[CH2:23][O:24][CH3:25])[C:4]1[CH:5]=[CH:6][CH:7]=[CH:8][CH:9]=1. (6) Given the reactants [CH3:1][O:2][C:3]1[CH:11]=[C:10]2[C:6]([CH:7]=[C:8]([C:12]([NH2:14])=[O:13])[NH:9]2)=[CH:5][CH:4]=1.[Br-:15].[Br-].[Br-].[NH+]1C=CC=CC=1.[NH+]1C=CC=CC=1.[NH+]1C=CC=CC=1, predict the reaction product. The product is: [Br:15][C:7]1[C:6]2[C:10](=[CH:11][C:3]([O:2][CH3:1])=[CH:4][CH:5]=2)[NH:9][C:8]=1[C:12]([NH2:14])=[O:13].